Task: Regression/Classification. Given a drug SMILES string, predict its absorption, distribution, metabolism, or excretion properties. Task type varies by dataset: regression for continuous measurements (e.g., permeability, clearance, half-life) or binary classification for categorical outcomes (e.g., BBB penetration, CYP inhibition). Dataset: hlm.. Dataset: Human liver microsome stability data The molecule is COc1ccc(CCN(C)CCCC(C#N)(c2ccc(OC)c(OC)c2)C(C)C)cc1OC. The result is 0 (unstable in human liver microsomes).